This data is from Full USPTO retrosynthesis dataset with 1.9M reactions from patents (1976-2016). The task is: Predict the reactants needed to synthesize the given product. (1) Given the product [Br:5][C:6]1[C:7]([F:16])=[C:8]([C:24](=[O:25])[CH2:23][CH:17]2[CH2:22][CH2:21][CH2:20][CH2:19][CH2:18]2)[C:9]([O:14][CH3:15])=[CH:10][C:11]=1[O:12][CH3:13], predict the reactants needed to synthesize it. The reactants are: ClC(Cl)C.[Br:5][C:6]1[C:11]([O:12][CH3:13])=[CH:10][C:9]([O:14][CH3:15])=[CH:8][C:7]=1[F:16].[CH:17]1([CH2:23][C:24](Cl)=[O:25])[CH2:22][CH2:21][CH2:20][CH2:19][CH2:18]1.[Cl-].[Cl-].[Cl-].[Al+3].Cl. (2) Given the product [CH:11]([C:8]1[N:6]2[CH:7]=[C:2]([O:14][C:15]3[CH:20]=[CH:19][C:18]([CH2:21][C:22]([NH2:36])=[O:24])=[CH:17][CH:16]=3)[CH:3]=[CH:4][C:5]2=[N:10][N:9]=1)([CH3:13])[CH3:12], predict the reactants needed to synthesize it. The reactants are: I[C:2]1[CH:3]=[CH:4][C:5]2[N:6]([C:8]([CH:11]([CH3:13])[CH3:12])=[N:9][N:10]=2)[CH:7]=1.[OH:14][C:15]1[CH:20]=[CH:19][C:18]([CH2:21][C:22]([O:24]C(C)(C)C)=O)=[CH:17][CH:16]=1.C(=O)([O-])[O-].[Cs+].[Cs+].C[N:36]1CCCC1=O. (3) Given the product [CH3:1][C:2]1[CH:19]=[CH:18][CH:17]=[C:16]([CH3:20])[C:3]=1[CH2:4][NH2:5], predict the reactants needed to synthesize it. The reactants are: [CH3:1][C:2]1[CH:19]=[CH:18][CH:17]=[C:16]([CH3:20])[C:3]=1[CH2:4][N:5]1C(=O)C2=CC=CC=C2C1=O.O.NN.Cl.O. (4) Given the product [CH3:3][C:2]([O:23][CH2:21][CH2:19][CH3:17])([CH3:13])[CH:12]=[O:25], predict the reactants needed to synthesize it. The reactants are: Br[C:2]([CH3:13])([CH3:12])[CH:3](OCCC)OCCC.C([CH:17]([CH:19]([C:21]([O-:23])=O)O)O)(O)=O.[K+].[OH2:25]. (5) Given the product [F:44][C:27]1[CH:28]=[CH:29][CH:30]=[C:31]2[C:26]=1[N:25]=[C:24]([CH2:23][NH2:20])[C:33]([C:34]1[CH:39]=[CH:38][CH:37]=[CH:36][C:35]=1[S:40]([CH3:43])(=[O:42])=[O:41])=[CH:32]2, predict the reactants needed to synthesize it. The reactants are: C1(P(C2C=CC=CC=2)C2C=CC=CC=2)C=CC=CC=1.[N:20]([CH2:23][C:24]1[C:33]([C:34]2[CH:39]=[CH:38][CH:37]=[CH:36][C:35]=2[S:40]([CH3:43])(=[O:42])=[O:41])=[CH:32][C:31]2[C:26](=[C:27]([F:44])[CH:28]=[CH:29][CH:30]=2)[N:25]=1)=[N+]=[N-].[N-]=[N+]=[N-].O. (6) Given the product [Cl:1][C:2]1[CH:3]=[CH:4][C:5]2[N:9]=[C:8]([I:20])[N:7]([CH3:10])[C:6]=2[CH:11]=1, predict the reactants needed to synthesize it. The reactants are: [Cl:1][C:2]1[CH:3]=[CH:4][C:5]2[N:9]=[CH:8][N:7]([CH3:10])[C:6]=2[CH:11]=1.[Li+].CC([N-]C(C)C)C.[I:20]CCI.O. (7) Given the product [O:1]1[CH2:2][CH2:3][N:4]([CH2:7][C:8]2[CH:12]=[CH:11][N:10]([C:13]3[N:23]=[CH:22][CH:21]=[CH:20][C:14]=3[C:15]([OH:17])=[O:16])[N:9]=2)[CH2:5][CH2:6]1, predict the reactants needed to synthesize it. The reactants are: [O:1]1[CH2:6][CH2:5][N:4]([CH2:7][C:8]2[CH:12]=[CH:11][N:10]([C:13]3[N:23]=[CH:22][CH:21]=[CH:20][C:14]=3[C:15]([O:17]CC)=[O:16])[N:9]=2)[CH2:3][CH2:2]1. (8) The reactants are: [CH2:1]([N:8]([CH2:28][C:29]1[CH:34]=[CH:33][CH:32]=[CH:31][CH:30]=1)[C@H:9]1[CH2:18][C:17]2[C:12](=[CH:13][CH:14]=[CH:15][C:16]=2B2OC(C)(C)C(C)(C)O2)[O:11][CH2:10]1)[C:2]1[CH:7]=[CH:6][CH:5]=[CH:4][CH:3]=1.Br[C:36]1[CH:37]=[N:38][C:39]([O:42][CH2:43][CH3:44])=[N:40][CH:41]=1. Given the product [CH2:28]([N:8]([CH2:1][C:2]1[CH:7]=[CH:6][CH:5]=[CH:4][CH:3]=1)[C@H:9]1[CH2:18][C:17]2[C:12](=[CH:13][CH:14]=[CH:15][C:16]=2[C:36]2[CH:37]=[N:38][C:39]([O:42][CH2:43][CH3:44])=[N:40][CH:41]=2)[O:11][CH2:10]1)[C:29]1[CH:30]=[CH:31][CH:32]=[CH:33][CH:34]=1, predict the reactants needed to synthesize it.